Dataset: Experimentally validated miRNA-target interactions with 360,000+ pairs, plus equal number of negative samples. Task: Binary Classification. Given a miRNA mature sequence and a target amino acid sequence, predict their likelihood of interaction. (1) The miRNA is hsa-miR-378a-3p with sequence ACUGGACUUGGAGUCAGAAGGC. The protein sequence of the target gene is MWDQGGQPWQQWPLNQQQWMQSFQHQQDPSQIDWAALAQAWIAQREASGQQSMVEQPPGMMPNGQDMSTMESGPNNHGNFQGDSNFNRMWQPEWGMHQQPPHPPPDQPWMPPTPGPMDIVPPSEDSNSQDSGEFAPDNRHIFNQNNHNFGGPPDNFAVGPVNQFDYQHGAAFGPPQGGFHPPYWQPGPPGPPAPPQNRRERPSSFRDRQRSPIALPVKQEPPQIDAVKRRTLPAWIREGLEKMEREKQKKLEKERMEQQRSQLSKKEKKATEDAEGGDGPRLPQRSKFDSDEEEEDTENV.... Result: 1 (interaction). (2) Result: 0 (no interaction). The miRNA is mmu-miR-291b-3p with sequence AAAGUGCAUCCAUUUUGUUUGU. The protein sequence of the target gene is MAEASSANLGSGCEEKRHEGSSSESVPPGTTISRVKLLDTMVDTFLQKLVAAGSYQRFTDCYKCFYQLQPAMTQQIYDKFIAQLQTSIREEISDIKEEGNLEAVLNALDKIVEEGKVRKEPAWRPSGIPEKDLHSVMAPYFLQQRDTLRRHVQKQEAENQQLADAVLAGRRQVEELQLQVQAQQQAWQALHREQRELVAVLREPE. (3) The miRNA is mmu-miR-467f with sequence AUAUACACACACACACCUACA. The protein sequence of the target gene is MAAGCCGVKKQKLSSSPPSGSGGGGGASSSSHCSGESQCRAGELGLGGAGTRLNGLGGLSGGGGSGGGGGCPLSPPQGCGGGGGGGGGGGSGSGGGGISLSPPLSCGVGTLLSTPAAATASSPSSSSSSPGSRKMVVSAEMCCFCFDVLYCHLYGYQQPRTPRFTNEPYPLFVTWKIGRDKRLRGCIGTFSAMNLHSGLREYTLTSALKDSRFPPMTRDELPRLFCSVSLLTNFEDVCDYLDWEVGVHGIRIEFINEKGSKRTATYLPEVAKEQGWDHIQTIDSLLRKGGYKAPITNEFR.... Result: 0 (no interaction). (4) Result: 0 (no interaction). The protein sequence of the target gene is MEDTPLVISKQKTEVVCGVPTQVVCTAFSSHILVVVTQFGKMGTLVSLEPSSVASDVSKPVLTTKVLLGQDEPLIHVFAKNLVAFVSQEAGNRAVLLAVAVKDKSMEGLKALREVIRVCQVW. The miRNA is hsa-miR-4651 with sequence CGGGGUGGGUGAGGUCGGGC.